This data is from Reaction yield outcomes from USPTO patents with 853,638 reactions. The task is: Predict the reaction yield, written as a fraction of the theoretical maximum amount of product (1.0 means a 100% yield; for example, 0.34 means a 34% yield). (1) The reactants are I[Si](C)(C)C.[Cl:6][C:7]1[C:15]2[N:14]=[C:13]3[N:16]([C:20]4[C:21]([CH3:29])=[N:22][C:23]([O:27]C)=[N:24][C:25]=4[CH3:26])[CH2:17][CH2:18][CH2:19][N:12]3[C:11]=2[C:10]([CH:30]([O:35][CH:36]([F:38])[F:37])[C:31]([F:34])([F:33])[F:32])=[CH:9][CH:8]=1.[I-].[Na+]. The catalyst is C(#N)C.C(=O)([O-])O.[Na+]. The product is [Cl:6][C:7]1[C:15]2[N:14]=[C:13]3[N:16]([C:20]4[C:21]([CH3:29])=[N:22][C:23]([OH:27])=[N:24][C:25]=4[CH3:26])[CH2:17][CH2:18][CH2:19][N:12]3[C:11]=2[C:10]([CH:30]([O:35][CH:36]([F:37])[F:38])[C:31]([F:34])([F:33])[F:32])=[CH:9][CH:8]=1. The yield is 0.630. (2) The reactants are Cl[C:2]1[S:6][N:5]=[C:4]([C:7]2[CH:12]=[CH:11][C:10]([CH3:13])=[CH:9][CH:8]=2)[N:3]=1.FC(F)(F)C(O)=O.[O:21]1[C:25]2[CH:26]=[CH:27][CH:28]=[CH:29][C:24]=2[C:23]([NH:30][C:31]([N:33]2[CH2:38][CH2:37][NH:36][CH2:35][CH2:34]2)=[O:32])=[N:22]1.C(N(CC)CC)C.O. The catalyst is CN(C)C=O. The product is [O:21]1[C:25]2[CH:26]=[CH:27][CH:28]=[CH:29][C:24]=2[C:23]([NH:30][C:31]([N:33]2[CH2:38][CH2:37][N:36]([C:2]3[S:6][N:5]=[C:4]([C:7]4[CH:12]=[CH:11][C:10]([CH3:13])=[CH:9][CH:8]=4)[N:3]=3)[CH2:35][CH2:34]2)=[O:32])=[N:22]1. The yield is 0.391. (3) The reactants are Cl[C:2]1[CH:11]=[N:10][C:9]2[C:4](=[CH:5][CH:6]=[CH:7][C:8]=2[Cl:12])[N:3]=1.[Br:13][C:14]1[CH:15]=[C:16]([OH:20])[CH:17]=[CH:18][CH:19]=1.C(=O)([O-])[O-].[K+].[K+].C(OCC)(=O)C. The catalyst is C(#N)C. The product is [Br:13][C:14]1[CH:15]=[C:16]([CH:17]=[CH:18][CH:19]=1)[O:20][C:2]1[CH:11]=[N:10][C:9]2[C:4](=[CH:5][CH:6]=[CH:7][C:8]=2[Cl:12])[N:3]=1. The yield is 0.860. (4) The reactants are O[CH2:2][C:3]1[CH:12]=[N:11][C:10]2[N:9]3[CH2:13][CH2:14][CH2:15][C@H:8]3[C:7](=[O:16])[NH:6][C:5]=2[CH:4]=1.Cl.[Cl:18][C:19]1[CH:24]=[CH:23][C:22]([N:25]2[CH2:30][CH2:29][NH:28][CH2:27][CH2:26]2)=[CH:21][CH:20]=1.C(N(CC)C(C)C)(C)C.[I-].C(C[P+](C)(C)C)#N. The catalyst is C(#N)CC.CO. The product is [Cl:18][C:19]1[CH:20]=[CH:21][C:22]([N:25]2[CH2:30][CH2:29][N:28]([CH2:2][C:3]3[CH:12]=[N:11][C:10]4[N:9]5[CH2:13][CH2:14][CH2:15][C@H:8]5[C:7](=[O:16])[NH:6][C:5]=4[CH:4]=3)[CH2:27][CH2:26]2)=[CH:23][CH:24]=1. The yield is 0.400. (5) The reactants are CO[C:3](=[O:31])[CH2:4][CH2:5][C:6]1[C:7]([NH:22][C:23]2[C:28]([F:29])=[CH:27][CH:26]=[CH:25][C:24]=2[F:30])=[N:8][C:9]([S:20][CH3:21])=[N:10][C:11]=1[C:12]1[CH:17]=[CH:16][C:15]([F:18])=[CH:14][C:13]=1[CH3:19].C[O-].[Na+]. The catalyst is CO. The product is [F:30][C:24]1[CH:25]=[CH:26][CH:27]=[C:28]([F:29])[C:23]=1[N:22]1[C:7]2[N:8]=[C:9]([S:20][CH3:21])[N:10]=[C:11]([C:12]3[CH:17]=[CH:16][C:15]([F:18])=[CH:14][C:13]=3[CH3:19])[C:6]=2[CH2:5][CH2:4][C:3]1=[O:31]. The yield is 0.210.